From a dataset of Catalyst prediction with 721,799 reactions and 888 catalyst types from USPTO. Predict which catalyst facilitates the given reaction. (1) Reactant: [C:1](=O)([O:29]C1C=CC([N+]([O-])=O)=CC=1)[O:2][CH2:3][C:4]1[C:5]([CH2:20][C:21]2[CH:26]=[C:25]([F:27])[CH:24]=[CH:23][C:22]=2[F:28])=[N:6][C:7]([S:10]([C:13]2[CH:18]=[CH:17][C:16]([Cl:19])=[CH:15][CH:14]=2)(=[O:12])=[O:11])=[CH:8][CH:9]=1.CN1CCOCC1.[CH2:47]([NH2:54])[C:48]1[CH:53]=[CH:52][CH:51]=[CH:50][CH:49]=1.CCCCCC. Product: [CH2:47]([NH:54][C:1](=[O:29])[O:2][CH2:3][C:4]1[C:5]([CH2:20][C:21]2[CH:26]=[C:25]([F:27])[CH:24]=[CH:23][C:22]=2[F:28])=[N:6][C:7]([S:10]([C:13]2[CH:18]=[CH:17][C:16]([Cl:19])=[CH:15][CH:14]=2)(=[O:11])=[O:12])=[CH:8][CH:9]=1)[C:48]1[CH:53]=[CH:52][CH:51]=[CH:50][CH:49]=1. The catalyst class is: 4. (2) Reactant: [C:1]([O:5][C:6]([NH:8][CH2:9][C@H:10]1[CH2:15][CH2:14][C@H:13]([C:16]([NH:18][C@@H:19]([CH2:23][C:24]2[CH:29]=[CH:28][C:27]([C:30]3[CH:35]=[CH:34][C:33]([C:36](=[O:51])[NH:37][CH:38]4[CH2:43][CH2:42][N:41]([C:44]([O:46][C:47]([CH3:50])([CH3:49])[CH3:48])=[O:45])[CH2:40][CH2:39]4)=[CH:32][C:31]=3[CH3:52])=[CH:26][CH:25]=2)[C:20](O)=[O:21])=[O:17])[CH2:12][CH2:11]1)=[O:7])([CH3:4])([CH3:3])[CH3:2].Cl.[NH2:54][C:55]1[CH:60]=[CH:59][C:58]([C:61]2[NH:65][N:64]=[C:63]([C:66]([F:74])([F:73])[C:67]([F:72])([F:71])[C:68]([OH:70])=[O:69])[N:62]=2)=[CH:57][CH:56]=1.C(N(CC)C(C)C)(C)C.F[P-](F)(F)(F)(F)F.CN(C(ON1C2=NC=CC=C2N=N1)=[N+](C)C)C. Product: [C:1]([O:5][C:6]([NH:8][CH2:9][C@H:10]1[CH2:15][CH2:14][C@H:13]([C:16]([NH:18][C@@H:19]([CH2:23][C:24]2[CH:25]=[CH:26][C:27]([C:30]3[CH:35]=[CH:34][C:33]([C:36](=[O:51])[NH:37][CH:38]4[CH2:43][CH2:42][N:41]([C:44]([O:46][C:47]([CH3:50])([CH3:49])[CH3:48])=[O:45])[CH2:40][CH2:39]4)=[CH:32][C:31]=3[CH3:52])=[CH:28][CH:29]=2)[C:20]([NH:54][C:55]2[CH:56]=[CH:57][C:58]([C:61]3[NH:65][N:64]=[C:63]([C:66]([F:74])([F:73])[C:67]([F:72])([F:71])[C:68]([OH:70])=[O:69])[N:62]=3)=[CH:59][CH:60]=2)=[O:21])=[O:17])[CH2:12][CH2:11]1)=[O:7])([CH3:2])([CH3:4])[CH3:3]. The catalyst class is: 9. (3) Reactant: [I:1][C:2]1[CH:3]=[C:4]2[C:8](=[CH:9][CH:10]=1)[NH:7][C:6](=[O:11])[C:5]2=O.[NH:13]([C:15]([C:17]1[CH:22]=[CH:21][C:20]([NH:23][C:24](=[O:34])[CH2:25][CH2:26][C:27]2[CH:32]=[CH:31][CH:30]=[C:29]([OH:33])[CH:28]=2)=[CH:19][CH:18]=1)=[O:16])[NH2:14]. Product: [OH:33][C:29]1[CH:28]=[C:27]([CH2:26][CH2:25][C:24]([NH:23][C:20]2[CH:21]=[CH:22][C:17]([C:15]([NH:13][N:14]=[C:5]3[C:4]4[C:8](=[CH:9][CH:10]=[C:2]([I:1])[CH:3]=4)[NH:7][C:6]3=[O:11])=[O:16])=[CH:18][CH:19]=2)=[O:34])[CH:32]=[CH:31][CH:30]=1. The catalyst class is: 15. (4) Reactant: C(Cl)(=O)C(Cl)=O.CS(C)=O.C[O:12][C:13]1[CH:18]=[CH:17][C:16]([C:19]2[CH:20]=[C:21]3[C:25](=[CH:26][CH:27]=2)[CH:24]([OH:28])[CH2:23][CH2:22]3)=[C:15]([NH:29][C:30]2[CH:35]=[CH:34][C:33]([O:36][CH2:37][CH2:38][N:39]3[CH2:44][CH2:43][CH2:42][CH2:41][CH2:40]3)=[CH:32][CH:31]=2)[CH:14]=1.C(N(CC)CC)C. Product: [OH:12][C:13]1[CH:18]=[CH:17][C:16]([C:19]2[CH:20]=[C:21]3[C:25](=[CH:26][CH:27]=2)[C:24](=[O:28])[CH2:23][CH2:22]3)=[C:15]([NH:29][C:30]2[CH:35]=[CH:34][C:33]([O:36][CH2:37][CH2:38][N:39]3[CH2:44][CH2:43][CH2:42][CH2:41][CH2:40]3)=[CH:32][CH:31]=2)[CH:14]=1. The catalyst class is: 46.